Dataset: Peptide-MHC class II binding affinity with 134,281 pairs from IEDB. Task: Regression. Given a peptide amino acid sequence and an MHC pseudo amino acid sequence, predict their binding affinity value. This is MHC class II binding data. The peptide sequence is GAYETYKFIPSLEAA. The MHC is DRB1_0701 with pseudo-sequence DRB1_0701. The binding affinity (normalized) is 0.749.